This data is from Forward reaction prediction with 1.9M reactions from USPTO patents (1976-2016). The task is: Predict the product of the given reaction. Given the reactants C(N(CC)C(C)C)(C)C.[C:10]([O:14][C:15]([N:17]1[CH2:21][CH2:20][CH:19]([C:22]([OH:24])=O)[CH2:18]1)=[O:16])([CH3:13])([CH3:12])[CH3:11].CN(C(ON1N=NC2C=CC=NC1=2)=[N+](C)C)C.F[P-](F)(F)(F)(F)F.Cl.[NH2:50][CH2:51][C:52]([C:54]1[CH:59]=[CH:58][C:57]([Br:60])=[CH:56][CH:55]=1)=[O:53], predict the reaction product. The product is: [C:10]([O:14][C:15]([N:17]1[CH2:21][CH2:20][CH:19]([C:22](=[O:24])[NH:50][CH2:51][C:52]([C:54]2[CH:59]=[CH:58][C:57]([Br:60])=[CH:56][CH:55]=2)=[O:53])[CH2:18]1)=[O:16])([CH3:11])([CH3:12])[CH3:13].